Dataset: Peptide-MHC class I binding affinity with 185,985 pairs from IEDB/IMGT. Task: Regression. Given a peptide amino acid sequence and an MHC pseudo amino acid sequence, predict their binding affinity value. This is MHC class I binding data. (1) The peptide sequence is GQMYNMNTL. The MHC is HLA-B57:01 with pseudo-sequence HLA-B57:01. The binding affinity (normalized) is 0.0847. (2) The peptide sequence is DLLYFLCLGF. The MHC is HLA-A02:01 with pseudo-sequence HLA-A02:01. The binding affinity (normalized) is 0.554. (3) The peptide sequence is NQQVTNSKY. The MHC is HLA-A02:03 with pseudo-sequence HLA-A02:03. The binding affinity (normalized) is 0.0847. (4) The peptide sequence is HLSWEWNLSI. The MHC is HLA-A02:03 with pseudo-sequence HLA-A02:03. The binding affinity (normalized) is 0.609. (5) The peptide sequence is CSYDMFNLL. The MHC is Mamu-A01 with pseudo-sequence Mamu-A01. The binding affinity (normalized) is 0.876. (6) The peptide sequence is GSIKIKQDVR. The MHC is HLA-A31:01 with pseudo-sequence HLA-A31:01. The binding affinity (normalized) is 0.479. (7) The binding affinity (normalized) is 0.0109. The peptide sequence is LVISGLFPV. The MHC is H-2-Db with pseudo-sequence H-2-Db. (8) The peptide sequence is SYMSTFPLF. The MHC is HLA-A32:07 with pseudo-sequence HLA-A32:07. The binding affinity (normalized) is 1.00. (9) The peptide sequence is KLLGQINLV. The MHC is HLA-A02:01 with pseudo-sequence HLA-A02:01. The binding affinity (normalized) is 0.898.